Dataset: Full USPTO retrosynthesis dataset with 1.9M reactions from patents (1976-2016). Task: Predict the reactants needed to synthesize the given product. Given the product [C:1]([O:4][CH2:5][CH2:6][O:7][C:8]1[CH:9]=[CH:10][CH:11]=[C:12]2[C:17]=1[N:16]=[C:15]([CH:18]=[O:20])[CH:14]=[CH:13]2)(=[O:3])[CH3:2], predict the reactants needed to synthesize it. The reactants are: [C:1]([O:4][CH2:5][CH2:6][O:7][C:8]1[CH:9]=[CH:10][CH:11]=[C:12]2[C:17]=1[N:16]=[C:15]([CH3:18])[CH:14]=[CH:13]2)(=[O:3])[CH3:2].[Se](=O)=[O:20].